Task: Predict the reaction yield, written as a fraction of the theoretical maximum amount of product (1.0 means a 100% yield; for example, 0.34 means a 34% yield).. Dataset: Reaction yield outcomes from USPTO patents with 853,638 reactions (1) The reactants are O1[C:5]2([CH2:10][CH2:9][CH:8]([N:11]3[C:16](=[O:17])[C:15]([CH2:18][C:19]4[CH:24]=[CH:23][C:22]([C:25]5[CH:30]=[CH:29][CH:28]=[CH:27][C:26]=5[C:31]5[NH:35][C:34](=[O:36])[O:33][N:32]=5)=[CH:21][CH:20]=4)=[C:14]([CH2:37][CH2:38][CH3:39])[N:13]4[N:40]=[CH:41][N:42]=[C:12]34)[CH2:7][CH2:6]2)[O:4]CC1.Cl.O1CCCC1. The catalyst is C(OCC)(=O)C. The product is [O:4]=[C:5]1[CH2:10][CH2:9][CH:8]([N:11]2[C:16](=[O:17])[C:15]([CH2:18][C:19]3[CH:20]=[CH:21][C:22]([C:25]4[CH:30]=[CH:29][CH:28]=[CH:27][C:26]=4[C:31]4[NH:35][C:34](=[O:36])[O:33][N:32]=4)=[CH:23][CH:24]=3)=[C:14]([CH2:37][CH2:38][CH3:39])[N:13]3[N:40]=[CH:41][N:42]=[C:12]23)[CH2:7][CH2:6]1. The yield is 0.810. (2) The catalyst is ClCCl. The yield is 0.930. The product is [NH2:8][CH:9]1[C:18]2[C:13](=[CH:14][CH:15]=[C:16]([NH:19][C:20]([C:22]3[C:31](=[O:32])[C:30]4[C:25](=[CH:26][CH:27]=[CH:28][CH:29]=4)[NH:24][CH:23]=3)=[O:21])[CH:17]=2)[CH2:12][CH2:11][CH2:10]1. The reactants are C(OC([NH:8][CH:9]1[C:18]2[C:13](=[CH:14][CH:15]=[C:16]([NH:19][C:20]([C:22]3[C:31](=[O:32])[C:30]4[C:25](=[CH:26][CH:27]=[CH:28][CH:29]=4)[NH:24][CH:23]=3)=[O:21])[CH:17]=2)[CH2:12][CH2:11][CH2:10]1)=O)(C)(C)C.C(O)(C(F)(F)F)=O. (3) The reactants are [Cl:1][CH2:2][CH2:3][CH2:4][C:5](Cl)=[O:6].C(N(CC)CC)C.[CH3:15][C@@:16]12[C@H:26]3[C@@H:27]([OH:40])[CH2:28][C@:29]4([CH3:39])[C@@:33]([OH:38])([C:34]([CH2:36][OH:37])=[O:35])[CH2:32][CH2:31][C@H:30]4[C@@H:25]3[CH2:24][CH2:23][C:22]1=[CH:21][C:19](=[O:20])[CH2:18][CH2:17]2. The catalyst is C(Cl)(Cl)Cl. The product is [CH3:15][C@@:16]12[C@H:26]3[C@@H:27]([OH:40])[CH2:28][C@:29]4([CH3:39])[C@@:33]([OH:38])([C:34]([CH2:36][OH:37])=[O:35])[CH2:32][CH2:31][C@H:30]4[C@@H:25]3[CH2:24][CH2:23][C:22]1=[CH:21][C:19](=[O:20])[CH2:18][CH2:17]2.[Cl:1][CH2:2][CH2:3][CH2:4][C:5]([O-:6])=[O:20]. The yield is 0.530. (4) The reactants are [Cl-].O[NH3+:3].[C:4](=[O:7])([O-])[OH:5].[Na+].CS(C)=O.[Si]([O:20][CH:21]([CH2:59][CH3:60])[CH2:22][O:23][C@H:24]1[CH2:29][CH2:28][C@H:27]([N:30]2[C:35](=[O:36])[C:34]([CH2:37][C:38]3[CH:43]=[CH:42][C:41]([C:44]4[C:45]([C:50]#[N:51])=[CH:46][CH:47]=[CH:48][CH:49]=4)=[CH:40][CH:39]=3)=[C:33]([CH2:52][CH2:53][CH3:54])[N:32]3[N:55]=[C:56]([CH3:58])[N:57]=[C:31]23)[CH2:26][CH2:25]1)(C(C)(C)C)(C)C. The catalyst is O.C(OCC)(=O)C. The product is [OH:20][CH:21]([CH2:59][CH3:60])[CH2:22][O:23][C@H:24]1[CH2:29][CH2:28][C@H:27]([N:30]2[C:35](=[O:36])[C:34]([CH2:37][C:38]3[CH:43]=[CH:42][C:41]([C:44]4[CH:49]=[CH:48][CH:47]=[CH:46][C:45]=4[C:50]4[NH:51][C:4](=[O:7])[O:5][N:3]=4)=[CH:40][CH:39]=3)=[C:33]([CH2:52][CH2:53][CH3:54])[N:32]3[N:55]=[C:56]([CH3:58])[N:57]=[C:31]23)[CH2:26][CH2:25]1. The yield is 0.450. (5) The reactants are [Br:1][C:2]1[CH:7]=[CH:6][C:5]([NH:8][C:9]2[C:10]([C:20]([OH:22])=O)=[CH:11][C:12]3[N:16](C)[CH:15]=[N:14][C:13]=3[C:18]=2[F:19])=[C:4]([Cl:23])[CH:3]=1.C1C=CC2N(O)N=[N:30][C:28]=2C=1.C(N(CC)CC)C.CN.CCN=C=NCCCN(C)C. The catalyst is CN(C)C=O.C(OCC)(=O)C.O. The product is [CH3:28][NH:30][C:20]([C:10]1[C:9]([NH:8][C:5]2[CH:6]=[CH:7][C:2]([Br:1])=[CH:3][C:4]=2[Cl:23])=[C:18]([F:19])[C:13]2[N:14]=[CH:15][NH:16][C:12]=2[CH:11]=1)=[O:22]. The yield is 0.420. (6) The product is [Br:17][C:18]1[CH:19]=[C:20]([NH:21][C:2]2[C:7]([C:8]#[N:9])=[CH:6][N:5]=[C:4]3[C:10]4[CH:16]=[CH:15][CH:14]=[CH:13][C:11]=4[O:12][C:3]=23)[CH:22]=[CH:23][CH:24]=1. The catalyst is C(OCCO)C. The reactants are Cl[C:2]1[C:7]([C:8]#[N:9])=[CH:6][N:5]=[C:4]2[C:10]3[CH:16]=[CH:15][CH:14]=[CH:13][C:11]=3[O:12][C:3]=12.[Br:17][C:18]1[CH:19]=[C:20]([CH:22]=[CH:23][CH:24]=1)[NH2:21]. The yield is 0.420. (7) The reactants are Cl.N[C@@H]1CCCC[C@H]1O.[F:10][C:11]1[CH:12]=[C:13](B(O)O)[CH:14]=[C:15]([F:17])[CH:16]=1.C[Si]([N-][Si](C)(C)C)(C)C.[Na+].N#N.I[CH:34]1[C:39](OC)([O:40]C)[CH2:38][CH2:37][O:36][CH2:35]1.Cl. The catalyst is C1COCC1.O.O.O.O.O.O.[Ni](Cl)Cl. The product is [F:10][C:11]1[CH:12]=[C:13]([CH:34]2[C:39](=[O:40])[CH2:38][CH2:37][O:36][CH2:35]2)[CH:14]=[C:15]([F:17])[CH:16]=1. The yield is 0.274.